From a dataset of Catalyst prediction with 721,799 reactions and 888 catalyst types from USPTO. Predict which catalyst facilitates the given reaction. (1) Reactant: C(C1NC=CN=1)(C1NC=CN=1)=O.[S:13]([N:17]([C:22]1[CH:27]=[CH:26][CH:25]=[CH:24][C:23]=1[CH2:28][C:29]([O:31][CH3:32])=[O:30])[CH2:18][C:19](O)=[O:20])(=[O:16])(=[O:15])[NH2:14]. Product: [CH3:32][O:31][C:29](=[O:30])[CH2:28][C:23]1[CH:24]=[CH:25][CH:26]=[CH:27][C:22]=1[N:17]1[CH2:18][C:19](=[O:20])[NH:14][S:13]1(=[O:16])=[O:15]. The catalyst class is: 1. (2) Reactant: [Cl:1][C:2]1[CH:3]=[C:4]([C:10]2[CH:14]=[CH:13][N:12]([CH2:15][C@@H:16]([NH:18][C:19]([C:21]3[N:22]=[C:23]([CH2:26]Cl)[O:24][CH:25]=3)=[O:20])[CH3:17])[N:11]=2)[CH:5]=[CH:6][C:7]=1[C:8]#[N:9].C(=O)([O-])[O-].[K+].[K+].[C:34]1(=[O:40])[NH:38][C:37](=[O:39])[CH2:36][CH2:35]1.C(Cl)Cl. Product: [Cl:1][C:2]1[CH:3]=[C:4]([C:10]2[CH:14]=[CH:13][N:12]([CH2:15][C@@H:16]([NH:18][C:19]([C:21]3[N:22]=[C:23]([CH2:26][N:38]4[C:34](=[O:40])[CH2:35][CH2:36][C:37]4=[O:39])[O:24][CH:25]=3)=[O:20])[CH3:17])[N:11]=2)[CH:5]=[CH:6][C:7]=1[C:8]#[N:9]. The catalyst class is: 3. (3) Reactant: C(Cl)(=O)C(Cl)=O.[CH3:7][O:8][C:9]([C:11]1[CH:19]=[CH:18][C:14]([C:15]([OH:17])=O)=[CH:13][CH:12]=1)=[O:10].[CH3:20][N:21]1[CH2:26][CH2:25][NH:24][CH2:23][CH2:22]1.N1C=CC=CC=1. Product: [CH3:20][N:21]1[CH2:26][CH2:25][N:24]([C:15]([C:14]2[CH:13]=[CH:12][C:11]([C:9]([O:8][CH3:7])=[O:10])=[CH:19][CH:18]=2)=[O:17])[CH2:23][CH2:22]1. The catalyst class is: 59. (4) Reactant: [H-].[Na+].C(C1C(C)=C(OC(C2CC2)=O)C2C(=CC(F)=C(F)C=2)N=1)C.[CH2:24]([C:26]1[C:35]([CH3:36])=[C:34]([O:37][C:38]([CH:40]2CC2)=[O:39])[C:33]2[C:28](=[CH:29][CH:30]=[C:31]([F:44])[C:32]=2[F:43])[N:27]=1)[CH3:25].O. Product: [CH2:24]([C:26]1[C:35]([CH3:36])=[C:34]([O:37][C:38](=[O:39])[CH3:40])[C:33]2[C:28](=[CH:29][CH:30]=[C:31]([F:44])[C:32]=2[F:43])[N:27]=1)[CH3:25]. The catalyst class is: 7. (5) Reactant: [C:1]1([C:7]2[O:8][C:9]([CH2:14][CH2:15][CH3:16])=[C:10]([CH2:12]O)[N:11]=2)[CH:6]=[CH:5][CH:4]=[CH:3][CH:2]=1.S(Cl)([Cl:19])=O. Product: [Cl:19][CH2:12][C:10]1[N:11]=[C:7]([C:1]2[CH:6]=[CH:5][CH:4]=[CH:3][CH:2]=2)[O:8][C:9]=1[CH2:14][CH2:15][CH3:16]. The catalyst class is: 11. (6) Reactant: [F:1][C:2]1[CH:7]=[C:6]([S:8]([CH3:11])(=[O:10])=[O:9])[CH:5]=[CH:4][C:3]=1[OH:12].Cl[C:14]1[N:19]=[CH:18][N:17]=[C:16]2[N:20]([C@H:23]3[CH2:28][CH2:27][C@@H:26]([C:29]4[O:33][N:32]=[C:31]([CH:34]([CH3:36])[CH3:35])[N:30]=4)[CH2:25][CH2:24]3)[N:21]=[CH:22][C:15]=12.C(=O)([O-])[O-].[K+].[K+]. Product: [F:1][C:2]1[CH:7]=[C:6]([S:8]([CH3:11])(=[O:9])=[O:10])[CH:5]=[CH:4][C:3]=1[O:12][C:14]1[N:19]=[CH:18][N:17]=[C:16]2[N:20]([C@H:23]3[CH2:28][CH2:27][C@@H:26]([C:29]4[O:33][N:32]=[C:31]([CH:34]([CH3:36])[CH3:35])[N:30]=4)[CH2:25][CH2:24]3)[N:21]=[CH:22][C:15]=12. The catalyst class is: 3.